From a dataset of Forward reaction prediction with 1.9M reactions from USPTO patents (1976-2016). Predict the product of the given reaction. (1) Given the reactants [C:1]([C:5]1[NH:9][N:8]=[C:7]([C:10]([F:13])([F:12])[F:11])[CH:6]=1)([CH3:4])([CH3:3])[CH3:2].C([O-])([O-])=O.[K+].[K+].Cl[CH2:21][C:22]([N:24]1[CH2:29][CH2:28][N:27]([C:30]2[CH:35]=[CH:34][C:33]([F:36])=[CH:32][CH:31]=2)[CH2:26][CH2:25]1)=[O:23].CN(C=O)C, predict the reaction product. The product is: [C:1]([C:5]1[N:9]([CH2:21][C:22]([N:24]2[CH2:25][CH2:26][N:27]([C:30]3[CH:35]=[CH:34][C:33]([F:36])=[CH:32][CH:31]=3)[CH2:28][CH2:29]2)=[O:23])[N:8]=[C:7]([C:10]([F:12])([F:13])[F:11])[CH:6]=1)([CH3:4])([CH3:2])[CH3:3]. (2) Given the reactants [F:1][C:2]1([F:30])[CH2:6][N:5]([C:7]([CH:9]2[CH2:14][CH2:13][N:12]([C:15]3[CH:16]=[N:17][CH:18]=[CH:19][C:20]=3[N:21]3[CH:25]=[C:24]([CH3:26])[CH:23]=[N:22]3)[CH2:11][CH2:10]2)=[O:8])[C@H:4]([C:27]([NH2:29])=O)[CH2:3]1.N1C=CN=C1.P(Cl)(Cl)(Cl)=O.Cl, predict the reaction product. The product is: [F:30][C:2]1([F:1])[CH2:6][N:5]([C:7]([CH:9]2[CH2:10][CH2:11][N:12]([C:15]3[CH:16]=[N:17][CH:18]=[CH:19][C:20]=3[N:21]3[CH:25]=[C:24]([CH3:26])[CH:23]=[N:22]3)[CH2:13][CH2:14]2)=[O:8])[C@H:4]([C:27]#[N:29])[CH2:3]1. (3) Given the reactants [Cl:1][C:2]1[CH:7]=[CH:6][C:5]([CH:8]2[C:12]3[N:13]([CH:22]([CH3:24])[CH3:23])[C:14]([C:16]4[CH2:17][CH2:18][NH:19][CH2:20][CH:21]=4)=[N:15][C:11]=3[C:10](=[O:25])[N:9]2[C:26]2[CH:27]=[C:28]([CH3:36])[C:29]3[N:30]([C:32]([CH3:35])=[N:33][N:34]=3)[CH:31]=2)=[CH:4][CH:3]=1.Cl[C:38]([O:40][CH2:41][CH3:42])=[O:39].C([O-])(O)=O.[Na+], predict the reaction product. The product is: [Cl:1][C:2]1[CH:7]=[CH:6][C:5]([CH:8]2[C:12]3[N:13]([CH:22]([CH3:24])[CH3:23])[C:14]([C:16]4[CH2:17][CH2:18][N:19]([C:38]([O:40][CH2:41][CH3:42])=[O:39])[CH2:20][CH:21]=4)=[N:15][C:11]=3[C:10](=[O:25])[N:9]2[C:26]2[CH:27]=[C:28]([CH3:36])[C:29]3[N:30]([C:32]([CH3:35])=[N:33][N:34]=3)[CH:31]=2)=[CH:4][CH:3]=1. (4) Given the reactants C(OC([NH:8][CH2:9][CH2:10][CH2:11][CH2:12][CH2:13][C:14]([N:16]([CH3:41])[CH2:17][CH2:18][N:19]1[CH2:24][CH2:23][CH:22]([N:25]([C:29]2[CH:34]=[CH:33][CH:32]=[CH:31][C:30]=2[C:35]2[CH:40]=[CH:39][CH:38]=[CH:37][CH:36]=2)[C:26](=[O:28])[O-:27])[CH2:21][CH2:20]1)=[O:15])=O)(C)(C)C.[ClH:42].O1CCOCC1, predict the reaction product. The product is: [ClH:42].[ClH:42].[NH2:8][CH2:9][CH2:10][CH2:11][CH2:12][CH2:13][C:14]([N:16]([CH3:41])[CH2:17][CH2:18][N:19]1[CH2:20][CH2:21][CH:22]([N:25]([C:29]2[CH:34]=[CH:33][CH:32]=[CH:31][C:30]=2[C:35]2[CH:36]=[CH:37][CH:38]=[CH:39][CH:40]=2)[C:26](=[O:27])[OH:28])[CH2:23][CH2:24]1)=[O:15].